From a dataset of Forward reaction prediction with 1.9M reactions from USPTO patents (1976-2016). Predict the product of the given reaction. Given the reactants [O:1]=[C:2]1[N:11]([NH:12][S:13]([CH3:16])(=[O:15])=[O:14])[C:10](=[O:17])[C:9]2[C:4](=[CH:5][C:6]([C:23]([F:26])([F:25])[F:24])=[C:7]([C@H:18]3[CH2:22][CH2:21][CH2:20][O:19]3)[CH:8]=2)[NH:3]1.Cl[C:28]([O:30][CH2:31][CH3:32])=[O:29], predict the reaction product. The product is: [CH2:31]([O:30][C:28](=[O:29])[N:12]([S:13]([CH3:16])(=[O:15])=[O:14])[N:11]1[C:10](=[O:17])[C:9]2[C:4](=[CH:5][C:6]([C:23]([F:25])([F:26])[F:24])=[C:7]([C@H:18]3[CH2:22][CH2:21][CH2:20][O:19]3)[CH:8]=2)[NH:3][C:2]1=[O:1])[CH3:32].